This data is from Retrosynthesis with 50K atom-mapped reactions and 10 reaction types from USPTO. The task is: Predict the reactants needed to synthesize the given product. (1) Given the product O=C(Nc1ccc(CN2C(=O)CNC2=O)cc1)c1cc(=O)c2ccccc2o1, predict the reactants needed to synthesize it. The reactants are: Nc1ccc(CN2C(=O)CNC2=O)cc1.O=C(O)c1cc(=O)c2ccccc2o1. (2) Given the product COC(=O)c1ccc(C)c(C(=O)c2ccc(Nc3cccc(F)c3C)cc2Cl)c1, predict the reactants needed to synthesize it. The reactants are: COC(=O)c1ccc(C)c(C(=O)c2ccc(N)cc2Cl)c1.Cc1c(F)cccc1Br. (3) The reactants are: CCCCc1nc(Cl)c(C=O)[nH]1.N#Cc1ccccc1-n1cnc2c(CBr)cccc21. Given the product CCCCc1nc(Cl)c(C=O)n1Cc1cccc2c1ncn2-c1ccccc1C#N, predict the reactants needed to synthesize it. (4) Given the product Nc1ncc([N+](=O)[O-])cc1C#Cc1ccccc1, predict the reactants needed to synthesize it. The reactants are: C#Cc1ccccc1.Nc1ncc([N+](=O)[O-])cc1Br.